Dataset: Catalyst prediction with 721,799 reactions and 888 catalyst types from USPTO. Task: Predict which catalyst facilitates the given reaction. (1) Reactant: [C:1]([NH2:9])(=[O:8])[C:2]1[CH:7]=[CH:6][CH:5]=[CH:4][CH:3]=1.[NH:10]1[CH2:15][CH2:14][CH2:13][CH2:12][CH2:11]1.[CH2:16]=O. Product: [N:10]1([CH2:16][NH:9][C:1](=[O:8])[C:2]2[CH:7]=[CH:6][CH:5]=[CH:4][CH:3]=2)[CH2:15][CH2:14][CH2:13][CH2:12][CH2:11]1. The catalyst class is: 5. (2) Reactant: Cl.[NH2:2][C@@H:3]1[C:11]2[C:6](=[C:7]([C:12]3[S:16][C:15]([C:17]4[CH:18]=[CH:19][C:20]([O:25][CH:26]([CH3:28])[CH3:27])=[C:21]([CH:24]=4)[C:22]#[N:23])=[N:14][N:13]=3)[CH:8]=[CH:9][CH:10]=2)[CH2:5][CH2:4]1.CCN(C(C)C)C(C)C.[CH2:38]([O:40][C:41](=[O:47])[CH2:42][S:43](Cl)(=[O:45])=[O:44])[CH3:39]. Product: [C:22]([C:21]1[CH:24]=[C:17]([C:15]2[S:16][C:12]([C:7]3[CH:8]=[CH:9][CH:10]=[C:11]4[C:6]=3[CH2:5][CH2:4][C@@H:3]4[NH:2][S:43]([CH2:42][C:41]([O:40][CH2:38][CH3:39])=[O:47])(=[O:45])=[O:44])=[N:13][N:14]=2)[CH:18]=[CH:19][C:20]=1[O:25][CH:26]([CH3:28])[CH3:27])#[N:23]. The catalyst class is: 2. (3) Product: [Cl:1][C:2]1[CH:3]=[C:4]([CH:16]=[CH:17][CH:18]=1)[C:5]([NH:7][C:8]1[C:9]([N:19]2[CH2:24][CH2:23][CH:22]([CH2:25][CH2:26][OH:27])[CH2:21][CH2:20]2)=[N:10][CH:11]=[C:12]([Cl:14])[CH:13]=1)=[O:6]. The catalyst class is: 10. Reactant: [Cl:1][C:2]1[CH:3]=[C:4]([CH:16]=[CH:17][CH:18]=1)[C:5]([NH:7][C:8]1[C:9](Cl)=[N:10][CH:11]=[C:12]([Cl:14])[CH:13]=1)=[O:6].[NH:19]1[CH2:24][CH2:23][CH:22]([CH2:25][CH2:26][OH:27])[CH2:21][CH2:20]1. (4) Reactant: [F:1][C:2]([F:42])([F:41])[C:3]1[CH:4]=[C:5]([CH:34]=[C:35]([C:37]([F:40])([F:39])[F:38])[CH:36]=1)[C:6]([N:8]1[CH2:13][CH2:12][N:11]([CH2:14][CH2:15][N:16]2[CH2:21][CH2:20][O:19][C@H:18]([CH2:22][O:23][CH3:24])[CH2:17]2)[CH2:10][C@H:9]1[CH2:25][C:26]1[CH:31]=[CH:30][C:29]([CH3:32])=[C:28]([NH2:33])[CH:27]=1)=[O:7].[F:43][C:44]([F:55])([F:54])[C:45](O[C:45](=[O:46])[C:44]([F:55])([F:54])[F:43])=[O:46]. Product: [F:40][C:37]([F:38])([F:39])[C:35]1[CH:34]=[C:5]([CH:4]=[C:3]([C:2]([F:1])([F:41])[F:42])[CH:36]=1)[C:6]([N:8]1[CH2:13][CH2:12][N:11]([CH2:14][CH2:15][N:16]2[CH2:21][CH2:20][O:19][C@H:18]([CH2:22][O:23][CH3:24])[CH2:17]2)[CH2:10][C@H:9]1[CH2:25][C:26]1[CH:31]=[CH:30][C:29]([CH3:32])=[C:28]([NH:33][C:45](=[O:46])[C:44]([F:55])([F:54])[F:43])[CH:27]=1)=[O:7]. The catalyst class is: 172. (5) Reactant: [O:1]=[C:2]([C:20]1[CH:25]=[CH:24][C:23]([C:26]([F:29])([F:28])[F:27])=[CH:22][CH:21]=1)[CH2:3][CH2:4][CH2:5][CH2:6][CH2:7][CH2:8][O:9][S:10]([C:13]1[CH:18]=[CH:17][C:16]([CH3:19])=[CH:15][CH:14]=1)(=[O:12])=[O:11].C1(C)C=CC(S(O)(=O)=O)=CC=1.[CH3:41][O:42]C(OC)OC.[C:48]([O-])(O)=O.[Na+]. Product: [CH3:48][O:1][C:2]([O:42][CH3:41])([C:20]1[CH:21]=[CH:22][C:23]([C:26]([F:29])([F:27])[F:28])=[CH:24][CH:25]=1)[CH2:3][CH2:4][CH2:5][CH2:6][CH2:7][CH2:8][O:9][S:10]([C:13]1[CH:18]=[CH:17][C:16]([CH3:19])=[CH:15][CH:14]=1)(=[O:12])=[O:11]. The catalyst class is: 138. (6) Reactant: [CH3:1][O:2][CH2:3][CH:4]1[O:6][CH2:5]1.C(=O)([O-])[O-].[K+].[K+].F[C:14]1[CH:19]=[C:18]([F:20])[C:17]([N+:21]([O-:23])=[O:22])=[CH:16][C:15]=1[NH:24][S:25]([C:28]1[CH:33]=[CH:32][C:31]([F:34])=[CH:30][CH:29]=1)(=[O:27])=[O:26]. Product: [F:20][C:18]1[C:17]([N+:21]([O-:23])=[O:22])=[CH:16][C:15]2[N:24]([S:25]([C:28]3[CH:33]=[CH:32][C:31]([F:34])=[CH:30][CH:29]=3)(=[O:27])=[O:26])[CH2:5][CH:4]([CH2:3][O:2][CH3:1])[O:6][C:14]=2[CH:19]=1. The catalyst class is: 210. (7) Reactant: [C:1]([NH2:9])(=[O:8])[C:2]1[CH:7]=[CH:6][CH:5]=[CH:4][CH:3]=1.CO[CH:12](OC)[N:13]([CH3:15])[CH3:14]. Product: [CH3:12][N:13]([CH:15]=[N:9][C:1](=[O:8])[C:2]1[CH:7]=[CH:6][CH:5]=[CH:4][CH:3]=1)[CH3:14]. The catalyst class is: 12. (8) Reactant: [Cl:1][C:2]1[CH:23]=[C:22]([O:24][CH2:25][CH2:26][CH3:27])[CH:21]=[CH:20][C:3]=1[CH2:4][N:5]1[C:9]2=[N:10][C:11]([C:15]([O:17]C)=[O:16])=[CH:12][C:13]([CH3:14])=[C:8]2[N:7]=[C:6]1[CH3:19].[OH-].[Na+].Cl.O. Product: [Cl:1][C:2]1[CH:23]=[C:22]([O:24][CH2:25][CH2:26][CH3:27])[CH:21]=[CH:20][C:3]=1[CH2:4][N:5]1[C:9]2=[N:10][C:11]([C:15]([OH:17])=[O:16])=[CH:12][C:13]([CH3:14])=[C:8]2[N:7]=[C:6]1[CH3:19]. The catalyst class is: 12.